Dataset: Reaction yield outcomes from USPTO patents with 853,638 reactions. Task: Predict the reaction yield, written as a fraction of the theoretical maximum amount of product (1.0 means a 100% yield; for example, 0.34 means a 34% yield). (1) The reactants are [Br:1][C:2]1[C:3]([OH:8])=[N:4][CH:5]=[CH:6][CH:7]=1.I[CH3:10]. The catalyst is C1C=CC=CC=1.C(=O)([O-])[O-].[Ag+2]. The product is [Br:1][C:2]1[C:3]([O:8][CH3:10])=[N:4][CH:5]=[CH:6][CH:7]=1. The yield is 0.620. (2) The reactants are [CH3:1][O:2][C:3](=[O:11])[CH2:4][CH2:5][CH2:6][C:7]#[C:8][CH2:9]O.C1(P(C2C=CC=CC=2)C2C=CC=CC=2)C=CC=CC=1.N1C=CN=C1.[I:36]I. The catalyst is ClCCl. The product is [CH3:1][O:2][C:3](=[O:11])[CH2:4][CH2:5][CH2:6][C:7]#[C:8][CH2:9][I:36]. The yield is 0.830. (3) The reactants are S(=O)(=O)(O)O.[CH2:6](O)[CH2:7][CH:8]=[CH2:9].[CH:11]([C:13]1[CH:14]=[C:15]([CH:20]=[CH:21][CH:22]=1)[C:16]([O:18][CH3:19])=[O:17])=[O:12].[OH-:23].[Na+]. No catalyst specified. The product is [OH:23][C@H:7]1[CH2:8][CH2:9][O:12][C@@H:11]([C:13]2[CH:14]=[C:15]([CH:20]=[CH:21][CH:22]=2)[C:16]([O:18][CH3:19])=[O:17])[CH2:6]1. The yield is 0.363. (4) The reactants are [OH:1][C:2]1[CH:3]=[C:4]([CH2:8][C:9]([OH:11])=O)[CH:5]=[CH:6][CH:7]=1.O.ON1C2C=CC=CC=2N=N1.Cl.CN(C)CCCN=C=NCC.[Cl:35][C:36]1[CH:37]=[C:38]([CH:40]=[CH:41][C:42]=1[Cl:43])[NH2:39]. The catalyst is CN(C=O)C. The product is [Cl:35][C:36]1[CH:37]=[C:38]([NH:39][C:9](=[O:11])[CH2:8][C:4]2[CH:5]=[CH:6][CH:7]=[C:2]([OH:1])[CH:3]=2)[CH:40]=[CH:41][C:42]=1[Cl:43]. The yield is 0.620. (5) The reactants are Br[C:2]1[CH:3]=[CH:4][C:5]2[O:14][CH2:13][CH2:12][C:11]3[S:10][C:9]([C:15]4[N:16]([CH:20]([CH3:22])[CH3:21])[N:17]=[CH:18][N:19]=4)=[N:8][C:7]=3[C:6]=2[CH:23]=1.[N:24]1([C:29]2[CH:34]=[CH:33][C:32](B3OC(C)(C)C(C)(C)O3)=[CH:31][N:30]=2)[CH2:28][CH2:27][CH2:26][CH2:25]1. No catalyst specified. The product is [CH:20]([N:16]1[C:15]([C:9]2[S:10][C:11]3[CH2:12][CH2:13][O:14][C:5]4[CH:4]=[CH:3][C:2]([C:32]5[CH:31]=[N:30][C:29]([N:24]6[CH2:25][CH2:26][CH2:27][CH2:28]6)=[CH:34][CH:33]=5)=[CH:23][C:6]=4[C:7]=3[N:8]=2)=[N:19][CH:18]=[N:17]1)([CH3:22])[CH3:21]. The yield is 0.620. (6) The reactants are [Cl:1][C:2]1[CH:23]=[CH:22][C:5]([C:6]([NH:8][C:9]2[N:14]=[CH:13][C:12]([CH:15]([CH3:21])[C:16]([O:18]CC)=[O:17])=[CH:11][CH:10]=2)=[O:7])=[CH:4][CH:3]=1.O.[OH-].[Li+].Cl. The catalyst is O1CCCC1.O. The product is [Cl:1][C:2]1[CH:23]=[CH:22][C:5]([C:6]([NH:8][C:9]2[N:14]=[CH:13][C:12]([CH:15]([CH3:21])[C:16]([OH:18])=[O:17])=[CH:11][CH:10]=2)=[O:7])=[CH:4][CH:3]=1. The yield is 0.910. (7) The reactants are Br[C:2]1[C:3]([CH3:10])=[N:4][C:5]([O:8][CH3:9])=[CH:6][CH:7]=1.[CH3:11][C:12]1([CH3:28])[C:16]([CH3:18])([CH3:17])[O:15][B:14]([B:14]2[O:15][C:16]([CH3:18])([CH3:17])[C:12]([CH3:28])([CH3:11])[O:13]2)[O:13]1.C([O-])(=O)C.[K+]. The catalyst is C1C=CC(P(C2C=CC=CC=2)[C-]2C=CC=C2)=CC=1.C1C=CC(P(C2C=CC=CC=2)[C-]2C=CC=C2)=CC=1.Cl[Pd]Cl.[Fe+2]. The product is [CH3:9][O:8][C:5]1[N:4]=[C:3]([CH3:10])[C:2]([B:14]2[O:15][C:16]([CH3:18])([CH3:17])[C:12]([CH3:28])([CH3:11])[O:13]2)=[CH:7][CH:6]=1. The yield is 0.600.